This data is from Reaction yield outcomes from USPTO patents with 853,638 reactions. The task is: Predict the reaction yield, written as a fraction of the theoretical maximum amount of product (1.0 means a 100% yield; for example, 0.34 means a 34% yield). (1) The reactants are [NH:1]1[CH2:5][CH2:4][CH:3]([OH:6])[CH2:2]1.[Br:7][C:8]1[CH:9]=[CH:10][C:11](I)=[N:12][CH:13]=1.C1(P(C2C=CC=CC=2)C2C=CC3C(=CC=CC=3)C=2C2C3C(=CC=CC=3)C=CC=2P(C2C=CC=CC=2)C2C=CC=CC=2)C=CC=CC=1.CC(C)([O-])C.[Na+]. The catalyst is C1C=CC(/C=C/C(/C=C/C2C=CC=CC=2)=O)=CC=1.C1C=CC(/C=C/C(/C=C/C2C=CC=CC=2)=O)=CC=1.C1C=CC(/C=C/C(/C=C/C2C=CC=CC=2)=O)=CC=1.[Pd].[Pd].C1(C)C=CC=CC=1. The product is [Br:7][C:8]1[CH:9]=[CH:10][C:11]([N:1]2[CH2:5][CH2:4][CH:3]([OH:6])[CH2:2]2)=[N:12][CH:13]=1. The yield is 0.350. (2) The product is [Cl:1][C:2]1[CH:3]=[C:4]([CH:8]([OH:9])[CH2:10][O:11][C:12]2[CH:19]=[CH:18][C:15]([CH:16]=[O:17])=[CH:14][CH:13]=2)[CH:5]=[CH:6][CH:7]=1. The catalyst is C1(C)C=CC=CC=1. The reactants are [Cl:1][C:2]1[CH:3]=[C:4]([CH:8]2[CH2:10][O:9]2)[CH:5]=[CH:6][CH:7]=1.[OH:11][C:12]1[CH:19]=[CH:18][C:15]([CH:16]=[O:17])=[CH:14][CH:13]=1.[OH-].[Na+]. The yield is 0.100. (3) The reactants are Cl[C:2]([O:4][CH2:5][CH:6]1[C:18]2[CH:17]=[CH:16][CH:15]=[CH:14][C:13]=2[C:12]2[C:7]1=[CH:8][CH:9]=[CH:10][CH:11]=2)=[O:3].[CH:19]([NH:22][CH2:23][C:24]([CH3:37])([S:26][C:27]1[CH:36]=[CH:35][C:30]2[N:31]=[C:32]([NH2:34])[S:33][C:29]=2[CH:28]=1)[CH3:25])([CH3:21])[CH3:20].C(=O)([O-])[O-].[Na+].[Na+]. The catalyst is C1COCC1.O.CCOC(C)=O. The product is [NH2:34][C:32]1[S:33][C:29]2[CH:28]=[C:27]([S:26][C:24]([CH3:25])([CH3:37])[CH2:23][N:22]([CH:19]([CH3:20])[CH3:21])[C:2](=[O:3])[O:4][CH2:5][CH:6]3[C:18]4[CH:17]=[CH:16][CH:15]=[CH:14][C:13]=4[C:12]4[C:7]3=[CH:8][CH:9]=[CH:10][CH:11]=4)[CH:36]=[CH:35][C:30]=2[N:31]=1. The yield is 0.180. (4) The yield is 0.410. The reactants are Br[C:2]1[N:7]=[C:6]2[S:8][C:9]([NH:11][C:12](=[O:19])[C:13]3[CH:18]=[CH:17][CH:16]=[CH:15][CH:14]=3)=[N:10][C:5]2=[CH:4][CH:3]=1.[F:20][C:21]1[CH:26]=[CH:25][C:24]([CH2:27][C:28]2[C:29]([N:35]3[CH2:41][C:40]4[CH:42]=[C:43](B(O)O)[CH:44]=[CH:45][C:39]=4[O:38][CH2:37][CH2:36]3)=[N:30][CH:31]=[N:32][C:33]=2[CH3:34])=[CH:23][CH:22]=1.C(N(C(C)C)CC)(C)C.ClCCl. The catalyst is CN(C)C=O.C(OCC)(=O)C. The product is [F:20][C:21]1[CH:26]=[CH:25][C:24]([CH2:27][C:28]2[C:29]([N:35]3[CH2:41][C:40]4[CH:42]=[C:43]([C:2]5[N:7]=[C:6]6[S:8][C:9]([NH:11][C:12](=[O:19])[C:13]7[CH:18]=[CH:17][CH:16]=[CH:15][CH:14]=7)=[N:10][C:5]6=[CH:4][CH:3]=5)[CH:44]=[CH:45][C:39]=4[O:38][CH2:37][CH2:36]3)=[N:30][CH:31]=[N:32][C:33]=2[CH3:34])=[CH:23][CH:22]=1. (5) The reactants are [F:1][C:2]1([F:40])[CH2:6][CH2:5][N:4]([C:7]2[N:12]=[CH:11][C:10]3[O:13][C:14]4[C:19]([C@@:20]5([CH2:24][S:23][C:22]([NH:25]C(=O)OC(C)(C)C)=[N:21]5)[C:9]=3[CH:8]=2)=[CH:18][C:17]([C:33]2[C:34]([F:39])=[N:35][CH:36]=[CH:37][CH:38]=2)=[CH:16][CH:15]=4)[CH2:3]1.C(O)(C(F)(F)F)=O. The catalyst is C(Cl)Cl. The product is [F:40][C:2]1([F:1])[CH2:6][CH2:5][N:4]([C:7]2[N:12]=[CH:11][C:10]3[O:13][C:14]4[C:19]([C@@:20]5([CH2:24][S:23][C:22]([NH2:25])=[N:21]5)[C:9]=3[CH:8]=2)=[CH:18][C:17]([C:33]2[C:34]([F:39])=[N:35][CH:36]=[CH:37][CH:38]=2)=[CH:16][CH:15]=4)[CH2:3]1. The yield is 0.830.